Task: Predict the reactants needed to synthesize the given product.. Dataset: Full USPTO retrosynthesis dataset with 1.9M reactions from patents (1976-2016) (1) The reactants are: C(O[C:6](=O)[N:7]([CH:9]1[CH:13]([C:14]2[CH:19]=[CH:18][C:17]([Cl:20])=[CH:16][CH:15]=2)[CH2:12][N:11]([C:21](=[O:28])[C:22]2[CH:27]=[CH:26][CH:25]=[CH:24][CH:23]=2)[CH2:10]1)C)(C)(C)C.C(O)(C(F)(F)F)=O.C([O-])(O)=O.[Na+]. Given the product [Cl:20][C:17]1[CH:18]=[CH:19][C:14]([CH:13]2[CH:9]([NH:7][CH3:6])[CH2:10][N:11]([C:21]([C:22]3[CH:23]=[CH:24][CH:25]=[CH:26][CH:27]=3)=[O:28])[CH2:12]2)=[CH:15][CH:16]=1, predict the reactants needed to synthesize it. (2) Given the product [F:20][C:18]1[CH:19]=[C:14]([CH2:13][C@H:9]([NH:8][C:6]([NH:77][S:74]([C:69]2[CH:70]=[CH:71][CH:72]=[CH:73][C:68]=2[CH3:67])(=[O:75])=[O:76])=[O:7])[C:10]([N:56]([C:53]2[CH:54]=[CH:55][C:47]([F:46])=[C:48]([CH:52]=2)[C:49]([NH2:51])=[O:50])[CH3:57])=[O:12])[CH:15]=[C:16]([F:21])[CH:17]=1, predict the reactants needed to synthesize it. The reactants are: C(O[C:6]([NH:8][C@@H:9]([CH2:13][C:14]1[CH:19]=[C:18]([F:20])[CH:17]=[C:16]([F:21])[CH:15]=1)[C:10]([OH:12])=O)=[O:7])(C)(C)C.CN(C(ON1N=NC2C=CC=NC1=2)=[N+](C)C)C.F[P-](F)(F)(F)(F)F.[F:46][C:47]1[CH:55]=[CH:54][C:53]([NH:56][CH3:57])=[CH:52][C:48]=1[C:49]([NH2:51])=[O:50].CCN(C(C)C)C(C)C.[CH3:67][C:68]1[CH:73]=[CH:72][CH:71]=[CH:70][C:69]=1[S:74]([N:77]=C=O)(=[O:76])=[O:75]. (3) Given the product [CH2:20]([N:10]1[N:11]=[N:12][C:8]([C:2]([CH3:1])([CH3:13])[C:3]([O:5][CH2:6][CH3:7])=[O:4])=[N:9]1)[C:21]1[CH:26]=[CH:25][CH:24]=[CH:23][CH:22]=1, predict the reactants needed to synthesize it. The reactants are: [CH3:1][C:2]([CH3:13])([C:8]1[NH:12][N:11]=[N:10][N:9]=1)[C:3]([O:5][CH2:6][CH3:7])=[O:4].C([O-])([O-])=O.[K+].[K+].[CH2:20](Br)[C:21]1[CH:26]=[CH:25][CH:24]=[CH:23][CH:22]=1. (4) Given the product [O:19]1[C:15]2[CH:14]=[CH:13][C:12]([NH:8][CH2:7][CH2:6][C:5]3[CH:9]=[CH:10][C:2]([F:1])=[CH:3][CH:4]=3)=[CH:20][C:16]=2[CH2:17][CH2:18]1, predict the reactants needed to synthesize it. The reactants are: [F:1][C:2]1[CH:10]=[CH:9][C:5]([CH2:6][CH2:7][NH2:8])=[CH:4][CH:3]=1.Br[C:12]1[CH:13]=[CH:14][C:15]2[O:19][CH2:18][CH2:17][C:16]=2[CH:20]=1.C(=O)([O-])[O-].[Cs+].[Cs+].C(C1CCCCC1=O)(=O)C. (5) The reactants are: [Cl:1][C:2]1[CH:9]=[C:8]([OH:10])[C:7]([Cl:11])=[CH:6][C:3]=1[C:4]#[N:5].C(N(CC)CC)C.[S:19](O[S:19]([C:22]([F:25])([F:24])[F:23])(=[O:21])=[O:20])([C:22]([F:25])([F:24])[F:23])(=[O:21])=[O:20]. Given the product [F:23][C:22]([F:25])([F:24])[S:19]([O:10][C:8]1[CH:9]=[C:2]([Cl:1])[C:3]([C:4]#[N:5])=[CH:6][C:7]=1[Cl:11])(=[O:21])=[O:20], predict the reactants needed to synthesize it. (6) Given the product [F:1][C:2]1[C:3]([C:31]2[CH:36]=[CH:35][C:34]([NH:37][S:38]([CH3:41])(=[O:40])=[O:39])=[C:33]([O:42][CH3:43])[CH:32]=2)=[C:4]2[C:14]3[C:9](=[CH:10][N:11]=[C:12]([C:15]4[CH:16]=[N:17][CH:18]=[CH:19][CH:20]=4)[CH:13]=3)[NH:8][C:5]2=[N:6][CH:7]=1, predict the reactants needed to synthesize it. The reactants are: [F:1][C:2]1[C:3]([C:31]2[CH:36]=[CH:35][C:34]([NH:37][S:38]([CH3:41])(=[O:40])=[O:39])=[C:33]([O:42][CH3:43])[CH:32]=2)=[C:4]2[C:14]3[C:9](=[CH:10][N:11]=[C:12]([C:15]4[CH:16]=[N:17][CH:18]=[CH:19][CH:20]=4)[CH:13]=3)[N:8](S(C3C=CC(C)=CC=3)(=O)=O)[C:5]2=[N:6][CH:7]=1.O.[OH-].[Li+]. (7) Given the product [CH3:1][O:2][CH2:3][N:4]1[C:12]2[C:7](=[CH:8][CH:9]=[CH:10][C:11]=2[N:13]([CH2:28][C:29]([O:31][CH2:32][CH3:33])=[O:30])[S:14]([C:17]2[S:18][CH:19]=[CH:20][CH:21]=2)(=[O:16])=[O:15])[CH:6]=[C:5]1[C:22]1[S:23][CH:24]=[CH:25][N:26]=1, predict the reactants needed to synthesize it. The reactants are: [CH3:1][O:2][CH2:3][N:4]1[C:12]2[C:7](=[CH:8][CH:9]=[CH:10][C:11]=2[NH:13][S:14]([C:17]2[S:18][CH:19]=[CH:20][CH:21]=2)(=[O:16])=[O:15])[CH:6]=[C:5]1[C:22]1[S:23][CH:24]=[CH:25][N:26]=1.Br[CH2:28][C:29]([O:31][CH2:32][CH3:33])=[O:30].C(=O)([O-])[O-].[K+].[K+].CN(C)C=O. (8) Given the product [F:31][C:32]1[CH:37]=[C:36]([F:38])[CH:35]=[CH:34][C:33]=1[NH:39][C:40](=[O:64])[NH:41][C:42]1[CH:43]=[CH:44][C:45]([C:48]2[CH:52]=[CH:51][N:50]([CH:53]3[CH2:54][CH2:55][CH:56]([C:59]([OH:61])=[O:60])[CH2:57][CH2:58]3)[N:49]=2)=[CH:46][CH:47]=1, predict the reactants needed to synthesize it. The reactants are: FC(F)(F)C1C=C(NC(=O)NC2C=CC(C3SC(CCC(O)=O)=NC=3)=CC=2)C=CC=1.[F:31][C:32]1[CH:37]=[C:36]([F:38])[CH:35]=[CH:34][C:33]=1[NH:39][C:40](=[O:64])[NH:41][C:42]1[CH:47]=[CH:46][C:45]([C:48]2[CH:52]=[CH:51][N:50]([CH:53]3[CH2:58][CH2:57][CH:56]([C:59]([O:61]CC)=[O:60])[CH2:55][CH2:54]3)[N:49]=2)=[CH:44][CH:43]=1.